Dataset: Full USPTO retrosynthesis dataset with 1.9M reactions from patents (1976-2016). Task: Predict the reactants needed to synthesize the given product. (1) Given the product [Cl:28][C:17]1[CH:18]=[N:19][C:20]2[C:25]([C:16]=1[CH2:15][CH2:14][C@@H:7]1[N:8]([S:10]([CH3:13])(=[O:12])=[O:11])[CH2:9][C@@H:4]([NH:1][CH2:78][C:79]3[CH:80]=[CH:81][C:82]4[O:83][CH2:84][C:85](=[O:89])[NH:86][C:87]=4[N:88]=3)[CH2:5][CH2:6]1)=[N:24][C:23]([O:26][CH3:27])=[CH:22][CH:21]=2, predict the reactants needed to synthesize it. The reactants are: [N:1]([C@@H:4]1[CH2:9][N:8]([S:10]([CH3:13])(=[O:12])=[O:11])[C@@H:7]([CH2:14][CH2:15][C:16]2[C:17]([Cl:28])=[CH:18][N:19]=[C:20]3[C:25]=2[N:24]=[C:23]([O:26][CH3:27])[CH:22]=[CH:21]3)[CH2:6][CH2:5]1)=[N+]=[N-].N[C@@H]1CN(C(OC(C)(C)C)=O)[C@@H](CCC2C3C(=CC=C(OC)N=3)N=CC=2F)CC1.FC1C=NC2C(C=1CC[C@H]1CC[C@H](N[CH2:78][C:79]3[CH:80]=[CH:81][C:82]4[O:83][CH2:84][C:85](=[O:89])[NH:86][C:87]=4[N:88]=3)CN1C(OC(C)(C)C)=O)=NC(OC)=CC=2. (2) Given the product [NH2:25][C:23]1[CH:24]=[C:19]([CH:20]=[CH:21][C:22]=1[Cl:32])[O:18][C:13]1[N:12]=[C:11]2[S:10][C:9]([NH:8][C:5](=[O:7])[CH3:6])=[N:17][C:16]2=[CH:15][CH:14]=1, predict the reactants needed to synthesize it. The reactants are: [BH4-].[Na+].CO.[C:5]([NH:8][C:9]1[S:10][C:11]2[C:16]([N:17]=1)=[CH:15][CH:14]=[C:13]([O:18][C:19]1[CH:20]=[CH:21][C:22]([Cl:32])=[C:23]([NH:25]C(=O)C(F)(F)F)[CH:24]=1)[N:12]=2)(=[O:7])[CH3:6].